From a dataset of Reaction yield outcomes from USPTO patents with 853,638 reactions. Predict the reaction yield, written as a fraction of the theoretical maximum amount of product (1.0 means a 100% yield; for example, 0.34 means a 34% yield). (1) The reactants are [CH2:1]([N:5]([CH2:39][CH2:40][CH2:41][CH3:42])[C:6]1[CH:11]=[CH:10][C:9]([CH:12]=[CH:13][C:14]2[S:18][C:17]([CH:19]=[O:20])=[CH:16][CH:15]=2)=[C:8]([O:21][Si](C(C)(C)C)(C2C=CC=CC=2)C2C=CC=CC=2)[CH:7]=1)[CH2:2][CH2:3][CH3:4].[F-].C([N+](CCCC)(CCCC)CCCC)CCC.O.C(OCC)(=O)C. The catalyst is O1CCCC1. The product is [CH2:39]([N:5]([CH2:1][CH2:2][CH2:3][CH3:4])[C:6]1[CH:11]=[CH:10][C:9]([CH:12]=[CH:13][C:14]2[S:18][C:17]([CH:19]=[O:20])=[CH:16][CH:15]=2)=[C:8]([OH:21])[CH:7]=1)[CH2:40][CH2:41][CH3:42]. The yield is 0.936. (2) The product is [CH3:13][O:12][C:11]1[CH:10]=[C:9]([CH3:14])[C:8]2[NH:7][C:6](=[O:15])[C:5]3[S:16][CH:17]=[CH:18][C:4]=3[C:3]=2[C:2]=1[C:34]1[CH:33]=[CH:32][C:31]([C:20]([CH3:30])([CH3:19])[CH2:21][NH:22][C:23](=[O:29])[O:24][C:25]([CH3:27])([CH3:26])[CH3:28])=[CH:36][CH:35]=1. No catalyst specified. The reactants are Br[C:2]1[C:3]2[C:4]3[CH:18]=[CH:17][S:16][C:5]=3[C:6](=[O:15])[NH:7][C:8]=2[C:9]([CH3:14])=[CH:10][C:11]=1[O:12][CH3:13].[CH3:19][C:20]([C:31]1[CH:36]=[CH:35][C:34](B2OC(C)(C)C(C)(C)O2)=[CH:33][CH:32]=1)([CH3:30])[CH2:21][NH:22][C:23](=[O:29])[O:24][C:25]([CH3:28])([CH3:27])[CH3:26]. The yield is 0.620. (3) The reactants are [Br:1][C:2]1[CH:3]=[C:4]2[C:8](=[CH:9][CH:10]=1)[C:7](=[O:11])[CH2:6][CH2:5]2.[N-:12]=[N+]=[N-].[Na+].[OH-].[Na+]. The catalyst is S(=O)(=O)(O)O. The product is [Br:1][C:2]1[CH:3]=[C:4]2[C:8](=[CH:9][CH:10]=1)[C:7](=[O:11])[NH:12][CH2:6][CH2:5]2. The yield is 0.0700.